Dataset: Catalyst prediction with 721,799 reactions and 888 catalyst types from USPTO. Task: Predict which catalyst facilitates the given reaction. (1) Reactant: [F:1][C:2]([F:34])([F:33])[C:3]1[CH:4]=[C:5]([C:13]([O:15][C@H:16]2[CH2:25][CH2:24][C:23]3[N:22]=[CH:21][CH:20]=[CH:19][C:18]=3[C@@H:17]2[C:26]2[CH:31]=[CH:30][C:29]([F:32])=[CH:28][CH:27]=2)=[CH2:14])[CH:6]=[C:7]([C:9]([F:12])([F:11])[F:10])[CH:8]=1.[OH-:35].[Na+].OO. Product: [F:34][C:2]([F:1])([F:33])[C:3]1[CH:4]=[C:5]([C@H:13]([O:15][C@H:16]2[CH2:25][CH2:24][C:23]3[N:22]=[CH:21][CH:20]=[CH:19][C:18]=3[C@@H:17]2[C:26]2[CH:27]=[CH:28][C:29]([F:32])=[CH:30][CH:31]=2)[CH2:14][OH:35])[CH:6]=[C:7]([C:9]([F:12])([F:10])[F:11])[CH:8]=1. The catalyst class is: 1. (2) Reactant: [OH:1][C@@H:2]1[C@H:6]([OH:7])[C@@H:5]([CH2:8][OH:9])[NH:4][C@H:3]1[C:10]1[C:14]2[N:15]=[CH:16][NH:17][C:18](=[O:19])[C:13]=2[NH:12][CH:11]=1.C(N(CC)CC)C.[CH3:27][C:28]([O:31][C:32](O[C:32]([O:31][C:28]([CH3:30])([CH3:29])[CH3:27])=[O:33])=[O:33])([CH3:30])[CH3:29]. Product: [OH:7][C@H:6]1[C@@H:2]([OH:1])[C@H:3]([C:10]2[C:14]3[N:15]=[CH:16][NH:17][C:18](=[O:19])[C:13]=3[NH:12][CH:11]=2)[N:4]([C:32]([O:31][C:28]([CH3:30])([CH3:29])[CH3:27])=[O:33])[C@@H:5]1[CH2:8][OH:9]. The catalyst class is: 72. (3) Reactant: Cl[C:2]1[CH:7]=[C:6]([C:8]([F:11])([F:10])[F:9])[N:5]=[C:4]([C:12]2[CH:17]=[CH:16][CH:15]=[CH:14][CH:13]=2)[N:3]=1.Cl.[Cl:19][C:20]1[CH:26]=[CH:25][C:24]([O:27][CH3:28])=[CH:23][C:21]=1[NH2:22].[OH-].[Na+]. Product: [Cl:19][C:20]1[CH:26]=[CH:25][C:24]([O:27][CH3:28])=[CH:23][C:21]=1[NH:22][C:2]1[CH:7]=[C:6]([C:8]([F:11])([F:10])[F:9])[N:5]=[C:4]([C:12]2[CH:17]=[CH:16][CH:15]=[CH:14][CH:13]=2)[N:3]=1. The catalyst class is: 97. (4) Reactant: [F:1][C:2]1[CH:7]=[C:6]([O:8][CH2:9][C:10]2[CH:15]=[CH:14][C:13]([CH2:16][N:17]([CH2:26][CH2:27][C:28]3[CH:33]=[CH:32][C:31]([F:34])=[CH:30][CH:29]=3)[C:18]3[S:19][CH:20]=[C:21]([CH:23]([CH3:25])[CH3:24])[N:22]=3)=[CH:12][CH:11]=2)[CH:5]=[CH:4][C:3]=1[CH2:35][CH2:36][C:37]([O:39]CC)=[O:38].[OH-].[Na+].Cl. The catalyst class is: 40. Product: [F:1][C:2]1[CH:7]=[C:6]([O:8][CH2:9][C:10]2[CH:15]=[CH:14][C:13]([CH2:16][N:17]([CH2:26][CH2:27][C:28]3[CH:29]=[CH:30][C:31]([F:34])=[CH:32][CH:33]=3)[C:18]3[S:19][CH:20]=[C:21]([CH:23]([CH3:24])[CH3:25])[N:22]=3)=[CH:12][CH:11]=2)[CH:5]=[CH:4][C:3]=1[CH2:35][CH2:36][C:37]([OH:39])=[O:38]. (5) Reactant: [Cl:1][C:2]1[N:7]=[C:6]([NH:8][C:9](=[O:15])[O:10][C:11]([CH3:14])([CH3:13])[CH3:12])[CH:5]=[CH:4][CH:3]=1.C([Li])CCC.[F:21][C:22]([F:27])([F:26])[C:23](O)=[O:24].ClC1C=C(Cl)C=CC=1C1NC(=O)C2N(N=C(CN3CCOCC3)C=2)C=1.[Cl-].[NH4+]. Product: [Cl:1][C:2]1[N:7]=[C:6]([NH:8][C:9](=[O:15])[O:10][C:11]([CH3:12])([CH3:14])[CH3:13])[C:5]([C:23](=[O:24])[C:22]([F:27])([F:26])[F:21])=[CH:4][CH:3]=1. The catalyst class is: 56. (6) Product: [Cl:23][C:21]1[C:20]([C:24]2[CH:25]=[N:26][C:27]([C:32]([F:35])([F:34])[F:33])=[CH:28][C:29]=2[C:30]#[N:31])=[CH:19][C:6]([C:7]([N:9]([C:11]2[CH:16]=[CH:15][CH:14]=[CH:13][C:12]=2[O:17][CH3:18])[CH3:10])=[O:8])=[C:5]([O:4][CH2:3][CH2:2][NH:1][S:37]([CH3:36])(=[O:39])=[O:38])[CH:22]=1. The catalyst class is: 2. Reactant: [NH2:1][CH2:2][CH2:3][O:4][C:5]1[CH:22]=[C:21]([Cl:23])[C:20]([C:24]2[CH:25]=[N:26][C:27]([C:32]([F:35])([F:34])[F:33])=[CH:28][C:29]=2[C:30]#[N:31])=[CH:19][C:6]=1[C:7]([N:9]([C:11]1[CH:16]=[CH:15][CH:14]=[CH:13][C:12]=1[O:17][CH3:18])[CH3:10])=[O:8].[CH3:36][S:37](Cl)(=[O:39])=[O:38].CCN(C(C)C)C(C)C.